This data is from Forward reaction prediction with 1.9M reactions from USPTO patents (1976-2016). The task is: Predict the product of the given reaction. (1) Given the reactants [F:1][C:2]1[CH:7]=[CH:6][C:5]([C:8]2[N:12]=[C:11]([C:13]3[CH:18]=[CH:17][C:16]([F:19])=[CH:15][CH:14]=3)[N:10]([CH2:20][C:21](O)=[O:22])[N:9]=2)=[CH:4][CH:3]=1.CN(C(ON1N=NC2C=CC=CC1=2)=[N+](C)C)C.[B-](F)(F)(F)F.CCN(C(C)C)C(C)C.Cl.[NH:56]1[CH2:61][CH2:60][CH:59]([C:62]2[C:66]3[CH:67]=[CH:68][CH:69]=[CH:70][C:65]=3[O:64][N:63]=2)[CH2:58][CH2:57]1, predict the reaction product. The product is: [O:64]1[C:65]2[CH:70]=[CH:69][CH:68]=[CH:67][C:66]=2[C:62]([CH:59]2[CH2:60][CH2:61][N:56]([C:21](=[O:22])[CH2:20][N:10]3[C:11]([C:13]4[CH:14]=[CH:15][C:16]([F:19])=[CH:17][CH:18]=4)=[N:12][C:8]([C:5]4[CH:4]=[CH:3][C:2]([F:1])=[CH:7][CH:6]=4)=[N:9]3)[CH2:57][CH2:58]2)=[N:63]1. (2) Given the reactants [NH2:1][C:2]1[CH:7]=[C:6]([Cl:8])[N:5]=[CH:4][C:3]=1[CH:9]=O.[C:11](OC)(=[O:17])[CH2:12][C:13]([O:15][CH3:16])=[O:14].N1CCCC1C(O)=O.O, predict the reaction product. The product is: [CH3:16][O:15][C:13]([C:12]1[C:11](=[O:17])[NH:1][C:2]2[C:3]([CH:9]=1)=[CH:4][N:5]=[C:6]([Cl:8])[CH:7]=2)=[O:14]. (3) Given the reactants F[C:2]1[CH:9]=[CH:8][C:7]([CH2:10][O:11][N:12]=[C:13]2[CH2:18][CH2:17][N:16]([S:19]([C:22]3[CH:27]=[CH:26][C:25]([F:28])=[CH:24][CH:23]=3)(=[O:21])=[O:20])[CH2:15][CH2:14]2)=[CH:6][C:3]=1[C:4]#[N:5].[CH:29]1([NH2:32])[CH2:31][CH2:30]1, predict the reaction product. The product is: [CH:29]1([NH:32][C:2]2[CH:9]=[CH:8][C:7]([CH2:10][O:11][N:12]=[C:13]3[CH2:14][CH2:15][N:16]([S:19]([C:22]4[CH:23]=[CH:24][C:25]([F:28])=[CH:26][CH:27]=4)(=[O:21])=[O:20])[CH2:17][CH2:18]3)=[CH:6][C:3]=2[C:4]#[N:5])[CH2:31][CH2:30]1. (4) Given the reactants [OH:1][CH2:2][C:3]1[CH:4]=[C:5]([CH:27]=[C:28]([C:30]([F:33])([F:32])[F:31])[CH:29]=1)[CH2:6][C:7]1[CH:8]=[C:9]2[C:13](=[CH:14][CH:15]=1)[CH:12]([NH:16]C(=O)OCC1C=CC=CC=1)[CH2:11][CH2:10]2, predict the reaction product. The product is: [NH2:16][CH:12]1[C:13]2[C:9](=[CH:8][C:7]([CH2:6][C:5]3[CH:4]=[C:3]([CH2:2][OH:1])[CH:29]=[C:28]([C:30]([F:31])([F:32])[F:33])[CH:27]=3)=[CH:15][CH:14]=2)[CH2:10][CH2:11]1. (5) Given the reactants [CH:1]([N:4]1[CH:8]=[C:7]([C:9]2[C:10]([NH2:25])=[N:11][CH:12]=[C:13]([C:15]3[CH:16]=[C:17]4[C:21](=[CH:22][CH:23]=3)[N:20]([CH3:24])[CH:19]=[CH:18]4)[CH:14]=2)[N:6]=[N:5]1)([CH3:3])[CH3:2].C([SiH](CC)CC)C.C([O-])(O)=O.[Na+], predict the reaction product. The product is: [CH:1]([N:4]1[CH:8]=[C:7]([C:9]2[C:10]([NH2:25])=[N:11][CH:12]=[C:13]([C:15]3[CH:16]=[C:17]4[C:21](=[CH:22][CH:23]=3)[N:20]([CH3:24])[CH2:19][CH2:18]4)[CH:14]=2)[N:6]=[N:5]1)([CH3:3])[CH3:2].